Dataset: Reaction yield outcomes from USPTO patents with 853,638 reactions. Task: Predict the reaction yield, written as a fraction of the theoretical maximum amount of product (1.0 means a 100% yield; for example, 0.34 means a 34% yield). (1) The product is [Br:1][C:2]1[CH:10]=[CH:9][C:5]([C:6]([NH:43][C:44]2[CH:45]=[C:46]([C:47]#[N:48])[CH:49]=[CH:50][N:51]=2)=[O:8])=[C:4]([F:11])[CH:3]=1. The reactants are [Br:1][C:2]1[CH:10]=[CH:9][C:5]([C:6]([OH:8])=O)=[C:4]([F:11])[CH:3]=1.CN(C(ON1N=NC2C=CC=NC1=2)=[N+](C)C)C.F[P-](F)(F)(F)(F)F.C(N(CC)CC)C.[NH2:43][C:44]1[CH:45]=[C:46]([CH:49]=[CH:50][N:51]=1)[C:47]#[N:48]. The yield is 0.390. The catalyst is CN(C=O)C.O. (2) The reactants are [CH2:1]([CH:8]1[CH2:13][CH2:12][N:11]([C:14]([C:16]2[NH:17][C:18]3[C:23]([CH:24]=2)=[CH:22][C:21]([N+:25]([O-])=O)=[CH:20][CH:19]=3)=[O:15])[CH2:10][CH2:9]1)[C:2]1[CH:7]=[CH:6][CH:5]=[CH:4][CH:3]=1. The catalyst is [Pd].CO. The product is [NH2:25][C:21]1[CH:22]=[C:23]2[C:18](=[CH:19][CH:20]=1)[NH:17][C:16]([C:14]([N:11]1[CH2:12][CH2:13][CH:8]([CH2:1][C:2]3[CH:7]=[CH:6][CH:5]=[CH:4][CH:3]=3)[CH2:9][CH2:10]1)=[O:15])=[CH:24]2. The yield is 0.590. (3) The reactants are [Cl:1][C:2]1[CH:7]=[CH:6][C:5]([C:8]2[N:9]=[CH:10][C:11]([C:21](Cl)=[O:22])=[N:12][C:13]=2[C:14]2[CH:19]=[CH:18][C:17]([Cl:20])=[CH:16][CH:15]=2)=[CH:4][CH:3]=1.[OH:24][N:25]1[CH2:30][CH2:29][CH2:28][CH2:27][CH2:26]1. The catalyst is C(Cl)Cl.N1C=CC=CC=1. The product is [Cl:1][C:2]1[CH:7]=[CH:6][C:5]([C:8]2[C:13]([C:14]3[CH:19]=[CH:18][C:17]([Cl:20])=[CH:16][CH:15]=3)=[N:12][C:11]([C:21]([O:24][N:25]3[CH2:30][CH2:29][CH2:28][CH2:27][CH2:26]3)=[O:22])=[CH:10][N:9]=2)=[CH:4][CH:3]=1. The yield is 0.590. (4) The reactants are [NH2:1][C:2]1[CH:11]=[CH:10][C:5]([C:6]([O:8][CH3:9])=[O:7])=[CH:4][C:3]=1[N+:12]([O-:14])=[O:13].[Br:15]Br. The catalyst is C(Cl)Cl. The product is [NH2:1][C:2]1[C:3]([N+:12]([O-:14])=[O:13])=[CH:4][C:5]([C:6]([O:8][CH3:9])=[O:7])=[CH:10][C:11]=1[Br:15]. The yield is 0.980. (5) The reactants are [CH3:1][N:2]([CH3:23])[CH2:3][CH2:4][N:5]1[CH2:10][CH2:9][O:8][C:7]2[CH:11]=[CH:12][C:13]([NH:15][C:16]([C:18]3[S:19][CH:20]=[CH:21][CH:22]=3)=[NH:17])=[CH:14][C:6]1=2.[ClH:24]. The yield is 0.737. The product is [ClH:24].[ClH:24].[CH3:1][N:2]([CH3:23])[CH2:3][CH2:4][N:5]1[CH2:10][CH2:9][O:8][C:7]2[CH:11]=[CH:12][C:13]([NH:15][C:16]([C:18]3[S:19][CH:20]=[CH:21][CH:22]=3)=[NH:17])=[CH:14][C:6]1=2. The catalyst is CO. (6) The catalyst is CN(C=O)C. The product is [CH3:14][O:15][C:16](=[O:53])[C:17]1[CH:18]=[CH:19][C:20]([O:23][CH2:24][CH2:25][C:26]2[C:34]3[C:29](=[CH:30][CH:31]=[C:32]([Cl:35])[CH:33]=3)[N:28]([CH:36]([C:43]3[CH:48]=[CH:47][CH:46]=[CH:45][CH:44]=3)[C:37]3[CH:38]=[CH:39][CH:40]=[CH:41][CH:42]=3)[C:27]=2[CH2:49][CH2:50][CH2:51][NH:11][S:8]([CH2:7][C:1]2[CH:2]=[CH:3][CH:4]=[CH:5][CH:6]=2)(=[O:9])=[O:10])=[CH:21][CH:22]=1. The yield is 0.170. The reactants are [C:1]1([CH2:7][S:8]([NH2:11])(=[O:10])=[O:9])[CH:6]=[CH:5][CH:4]=[CH:3][CH:2]=1.[H-].[Na+].[CH3:14][O:15][C:16](=[O:53])[C:17]1[CH:22]=[CH:21][C:20]([O:23][CH2:24][CH2:25][C:26]2[C:34]3[C:29](=[CH:30][CH:31]=[C:32]([Cl:35])[CH:33]=3)[N:28]([CH:36]([C:43]3[CH:48]=[CH:47][CH:46]=[CH:45][CH:44]=3)[C:37]3[CH:42]=[CH:41][CH:40]=[CH:39][CH:38]=3)[C:27]=2[CH2:49][CH2:50][CH2:51]Br)=[CH:19][CH:18]=1. (7) The yield is 0.320. The reactants are [F:1][C:2]1[CH:3]=[N:4][C:5]([NH:8][C:9]([NH2:11])=[S:10])=[N:6][CH:7]=1.[Si:12]([O:19][CH2:20][CH2:21][N:22]1[CH2:28][CH2:27][CH2:26][C:25](=O)[C:24]2=[CH:30][N:31]([CH2:33][C:34]3[CH:39]=[CH:38][C:37]([O:40][CH3:41])=[CH:36][CH:35]=3)[N:32]=[C:23]12)([C:15]([CH3:18])([CH3:17])[CH3:16])([CH3:14])[CH3:13].II. The catalyst is N1C=CC=CC=1. The product is [Si:12]([O:19][CH2:20][CH2:21][N:22]1[CH2:28][CH2:27][C:26]2[S:10][C:9]([NH:8][C:5]3[N:4]=[CH:3][C:2]([F:1])=[CH:7][N:6]=3)=[N:11][C:25]=2[C:24]2=[CH:30][N:31]([CH2:33][C:34]3[CH:39]=[CH:38][C:37]([O:40][CH3:41])=[CH:36][CH:35]=3)[N:32]=[C:23]12)([C:15]([CH3:18])([CH3:17])[CH3:16])([CH3:13])[CH3:14]. (8) The reactants are ClC1C=CC(C2C=CC=CC=2)=CC=1.C(=O)([O-])[O-:15].[Cs+].[Cs+].[CH:20]1([P:26]([CH:43]2[CH2:48][CH2:47][CH2:46][CH2:45][CH2:44]2)[C:27]2[CH:32]=[CH:31][CH:30]=[CH:29][C:28]=2[C:33]2[C:38]([O:39][CH3:40])=[CH:37][CH:36]=[CH:35][C:34]=2[O:41][CH3:42])[CH2:25][CH2:24][CH2:23][CH2:22][CH2:21]1.O.NN. The catalyst is C([O-])(=O)C.[Pd+2].C([O-])(=O)C.C(OCC)(=O)C.O.CO.O1CCOCC1. The product is [CH:43]1([P:26]([CH:20]2[CH2:25][CH2:24][CH2:23][CH2:22][CH2:21]2)([C:27]2[CH:32]=[CH:31][CH:30]=[CH:29][C:28]=2[C:33]2[C:38]([O:39][CH3:40])=[CH:37][CH:36]=[CH:35][C:34]=2[O:41][CH3:42])=[O:15])[CH2:44][CH2:45][CH2:46][CH2:47][CH2:48]1. The yield is 0.530.